From a dataset of Catalyst prediction with 721,799 reactions and 888 catalyst types from USPTO. Predict which catalyst facilitates the given reaction. (1) Product: [N:24]1[C:25]2[C:30](=[CH:29][CH:28]=[CH:27][CH:26]=2)[C:21]([NH:7][C@H:8]2[CH2:12][CH2:11][N:10]([C:13]([O:15][C:16]([CH3:19])([CH3:18])[CH3:17])=[O:14])[CH2:9]2)=[CH:22][CH:23]=1. The catalyst class is: 160. Reactant: C([O-])([O-])=O.[Cs+].[Cs+].[NH2:7][C@@H:8]1[CH2:12][CH2:11][N:10]([C:13]([O:15][C:16]([CH3:19])([CH3:18])[CH3:17])=[O:14])[CH2:9]1.Cl[C:21]1[C:30]2[C:25](=[CH:26][CH:27]=[CH:28][CH:29]=2)[N:24]=[CH:23][CH:22]=1. (2) Reactant: [CH2:1]1[O:13][C:12]2[CH:11]=[C:10]3[C:5]([C:6]([N:14]([CH2:27][CH2:28][N:29]([CH3:31])[CH3:30])[C:15](=[O:26])[C:16]4[CH:21]=[CH:20][C:19]([N+:22]([O-:24])=[O:23])=[CH:18][C:17]=4Br)=[CH:7][CH:8]=[N:9]3)=[CH:4][C:3]=2[O:2]1.C1OC2C=C3C(C(NCCN(C)C)=CC=N3)=CC=2O1.C(N(CC)CC)C.BrC1C=C([N+]([O-])=O)C=CC=1C(Cl)=O. Product: [N+:22]([C:19]1[CH:20]=[CH:21][C:16]2[C:15](=[O:26])[N:14]([CH2:27][CH2:28][N:29]([CH3:31])[CH3:30])[C:6]3[C:7]([C:17]=2[CH:18]=1)=[CH:8][N:9]=[C:10]1[CH:11]=[C:12]2[O:13][CH2:1][O:2][C:3]2=[CH:4][C:5]=31)([O-:24])=[O:23]. The catalyst class is: 2. (3) Reactant: [CH2:1]([N:8]1[C:13](=O)[CH:12]2[CH:10]([CH:11]2[C:15](OCC)=[O:16])[C:9]1=O)[C:2]1[CH:7]=[CH:6][CH:5]=[CH:4][CH:3]=1.[H-].[H-].[H-].[H-].[Li+].[Al+3].[O-]S([O-])(=O)=O.[Na+].[Na+]. Product: [CH2:1]([N:8]1[CH2:13][CH:12]2[CH:10]([CH:11]2[CH2:15][OH:16])[CH2:9]1)[C:2]1[CH:3]=[CH:4][CH:5]=[CH:6][CH:7]=1. The catalyst class is: 1. (4) Reactant: [CH2:1]([C:5]1[N:15]=[C:14]([Cl:16])[CH:13]=[CH:12][C:6]=1[C:7]([O:9]CC)=[O:8])[CH2:2][CH2:3][CH3:4].[OH-].[Na+]. Product: [CH3:2][CH2:1][CH2:5][CH:6]([CH3:12])[CH3:7].[CH2:1]([C:5]1[N:15]=[C:14]([Cl:16])[CH:13]=[CH:12][C:6]=1[C:7]([OH:9])=[O:8])[CH2:2][CH2:3][CH3:4]. The catalyst class is: 5. (5) Reactant: [CH3:1][O:2][C:3]1[C:8]2[N:9]=[C:10]([NH2:12])[S:11][C:7]=2[C:6]([CH2:13][N:14]2[CH2:19][CH2:18][O:17][CH2:16][CH2:15]2)=[CH:5][CH:4]=1.[CH3:20][C:21]1[S:25][C:24]([C:26](Cl)=[O:27])=[CH:23][CH:22]=1. Product: [CH3:1][O:2][C:3]1[C:8]2[N:9]=[C:10]([NH:12][C:26]([C:24]3[S:25][C:21]([CH3:20])=[CH:22][CH:23]=3)=[O:27])[S:11][C:7]=2[C:6]([CH2:13][N:14]2[CH2:19][CH2:18][O:17][CH2:16][CH2:15]2)=[CH:5][CH:4]=1. The catalyst class is: 17. (6) Reactant: [CH2:1]([N:3]1[CH2:8][CH2:7][N:6]([C:9]2[C:18]3[C:13](=[CH:14][CH:15]=[CH:16][CH:17]=3)[N:12]=[C:11]([Cl:19])[N:10]=2)[CH2:5][CH2:4]1)[CH3:2].[CH3:20][O:21][C:22]1[CH:27]=[CH:26][C:25](OB(O)O)=[CH:24][CH:23]=1.C(=O)([O-])[O-].[Na+].[Na+]. Product: [ClH:19].[ClH:19].[CH2:1]([N:3]1[CH2:8][CH2:7][N:6]([C:9]2[C:18]3[C:13](=[CH:14][CH:15]=[CH:16][CH:17]=3)[N:12]=[C:11]([C:25]3[CH:26]=[CH:27][C:22]([O:21][CH3:20])=[CH:23][CH:24]=3)[N:10]=2)[CH2:5][CH2:4]1)[CH3:2]. The catalyst class is: 206.